The task is: Predict the product of the given reaction.. This data is from Forward reaction prediction with 1.9M reactions from USPTO patents (1976-2016). (1) The product is: [CH3:18][N:17]1[C:16](=[O:19])[C:15]2[C:10](=[CH:11][CH:12]=[CH:13][CH:14]=2)[N:9]=[C:8]1[C:5]1[CH:6]=[CH:7][C:2]([O:1][CH:22]2[CH2:27][CH2:26][NH:25][CH2:24][CH2:23]2)=[CH:3][C:4]=1[CH3:20]. Given the reactants [OH:1][C:2]1[CH:7]=[CH:6][C:5]([C:8]2[N:17]([CH3:18])[C:16](=[O:19])[C:15]3[C:10](=[CH:11][CH:12]=[CH:13][CH:14]=3)[N:9]=2)=[C:4]([CH3:20])[CH:3]=1.O[CH:22]1[CH2:27][CH2:26][N:25](C(OC(C)(C)C)=O)[CH2:24][CH2:23]1.C1(P(C2C=CC=CC=2)C2C=CC=CC=2)C=CC=CC=1.N(C(OC(C)C)=O)=NC(OC(C)C)=O, predict the reaction product. (2) Given the reactants FC(F)(F)C(O)=O.[Br:8][C:9]1[CH:14]=[CH:13][C:12]([C:15]2(O)[CH2:18][CH:17]([C:19]([O:21][CH3:22])=[O:20])[CH2:16]2)=[CH:11][CH:10]=1.[SiH](CC)(CC)CC, predict the reaction product. The product is: [Br:8][C:9]1[CH:10]=[CH:11][C:12]([CH:15]2[CH2:16][CH:17]([C:19]([O:21][CH3:22])=[O:20])[CH2:18]2)=[CH:13][CH:14]=1. (3) Given the reactants [Cl:1][C:2]1[N:7]=[C:6](Cl)[C:5]([N+:9]([O-:11])=[O:10])=[CH:4][N:3]=1.[NH:12]1[CH2:17][CH2:16][CH2:15][CH2:14][CH2:13]1, predict the reaction product. The product is: [Cl:1][C:2]1[N:7]=[C:6]([N:12]2[CH2:17][CH2:16][CH2:15][CH2:14][CH2:13]2)[C:5]([N+:9]([O-:11])=[O:10])=[CH:4][N:3]=1. (4) The product is: [O:28]=[S:20]1(=[O:29])[C:21]2[CH:27]=[CH:26][CH:25]=[CH:24][C:22]=2[CH2:23][N:17]([C:4]2[CH:3]=[C:2]([NH:30][CH2:31][CH:32]3[O:37][CH2:36][CH2:35][N:34]([C:38]([O:40][C:41]([CH3:44])([CH3:43])[CH3:42])=[O:39])[CH2:33]3)[C:11]3[C:6](=[CH:7][CH:8]=[C:9]([CH3:45])[CH:10]=3)[N:5]=2)[CH2:18][CH2:19]1. Given the reactants Cl[C:2]1[C:11]2[C:6](=[CH:7][CH:8]=[C:9](OC(F)(F)F)[CH:10]=2)[N:5]=[C:4]([N:17]2[CH2:23][C:22]3[CH:24]=[CH:25][CH:26]=[CH:27][C:21]=3[S:20](=[O:29])(=[O:28])[CH2:19][CH2:18]2)[CH:3]=1.[NH2:30][CH2:31][CH:32]1[O:37][CH2:36][CH2:35][N:34]([C:38]([O:40][C:41]([CH3:44])([CH3:43])[CH3:42])=[O:39])[CH2:33]1.[CH3:45]C(C)([O-])C.[Na+], predict the reaction product. (5) Given the reactants [CH:1]1([CH2:6][CH:7]([N:11]2[C:16](=[O:17])[CH:15]=[C:14]([O:18][C:19]3[CH:24]=[CH:23][CH:22]=[CH:21][C:20]=3[N:25]3[CH2:30][CH2:29][O:28][CH2:27][CH2:26]3)[CH:13]=[N:12]2)[C:8](O)=[O:9])[CH2:5][CH2:4][CH2:3][CH2:2]1.[NH2:31][C:32]1[CH:36]=[CH:35][N:34]([CH2:37][C:38]([CH3:41])([OH:40])[CH3:39])[N:33]=1, predict the reaction product. The product is: [CH:1]1([CH2:6][CH:7]([N:11]2[C:16](=[O:17])[CH:15]=[C:14]([O:18][C:19]3[CH:24]=[CH:23][CH:22]=[CH:21][C:20]=3[N:25]3[CH2:30][CH2:29][O:28][CH2:27][CH2:26]3)[CH:13]=[N:12]2)[C:8]([NH:31][C:32]2[CH:36]=[CH:35][N:34]([CH2:37][C:38]([OH:40])([CH3:39])[CH3:41])[N:33]=2)=[O:9])[CH2:2][CH2:3][CH2:4][CH2:5]1. (6) Given the reactants O=[C:2]1[C:6]2[CH:7]=[CH:8][C:9]([CH2:11][O:12][C:13](=[O:15])[CH3:14])=[CH:10][C:5]=2[O:4][CH2:3]1.[C:16]([CH:19]=P(C1C=CC=CC=1)(C1C=CC=CC=1)C1C=CC=CC=1)([OH:18])=[O:17].[C:39]1(C)C=CC=C[CH:40]=1, predict the reaction product. The product is: [CH2:39]([O:18][C:16](=[O:17])[CH2:19][C:2]1[C:6]2[CH:7]=[CH:8][C:9]([CH2:11][O:12][C:13](=[O:15])[CH3:14])=[CH:10][C:5]=2[O:4][CH:3]=1)[CH3:40]. (7) Given the reactants [F:1][C:2]1([F:14])[CH2:10][N:9]2[C@H:4]([CH2:5][C:6](=O)[CH2:7][C:8]2([CH3:12])[CH3:11])[CH2:3]1.[C:15]1([C@@H:21]([NH2:23])[CH3:22])[CH:20]=[CH:19][CH:18]=[CH:17][CH:16]=1, predict the reaction product. The product is: [F:1][C:2]1([F:14])[CH2:10][N:9]2[C@H:4]([CH2:5][C:6](=[N:23][C@H:21]([C:15]3[CH:20]=[CH:19][CH:18]=[CH:17][CH:16]=3)[CH3:22])[CH2:7][C:8]2([CH3:12])[CH3:11])[CH2:3]1.